Dataset: Forward reaction prediction with 1.9M reactions from USPTO patents (1976-2016). Task: Predict the product of the given reaction. Given the reactants C[O:2][C:3]1[CH:4]=[C:5]([C:9]2[N:17]=[C:16]3[C:12]([N:13]=[CH:14][NH:15]3)=[C:11]([N:18]3[CH2:23][CH2:22][O:21][CH2:20][CH2:19]3)[N:10]=2)[CH:6]=[N:7][CH:8]=1, predict the reaction product. The product is: [N:18]1([C:11]2[N:10]=[C:9]([C:5]3[CH:4]=[C:3]([OH:2])[CH:8]=[N:7][CH:6]=3)[N:17]=[C:16]3[C:12]=2[N:13]=[CH:14][NH:15]3)[CH2:19][CH2:20][O:21][CH2:22][CH2:23]1.